This data is from Catalyst prediction with 721,799 reactions and 888 catalyst types from USPTO. The task is: Predict which catalyst facilitates the given reaction. (1) Reactant: [CH3:1][O:2][C:3]1[CH:8]=[C:7]([CH2:9][O:10][CH3:11])[CH:6]=[CH:5][C:4]=1[N+:12]([O-])=O. Product: [CH3:1][O:2][C:3]1[CH:8]=[C:7]([CH2:9][O:10][CH3:11])[CH:6]=[CH:5][C:4]=1[NH2:12]. The catalyst class is: 29. (2) Reactant: [Cl:1]CCl.Cl.[NH2:5][C:6](=[O:24])[C@:7]([NH:16]C(=O)OC(C)(C)C)([C:9]1[CH:14]=[CH:13][CH:12]=[CH:11][C:10]=1[Cl:15])[CH3:8]. Product: [ClH:1].[NH2:16][C@@:7]([C:9]1[CH:14]=[CH:13][CH:12]=[CH:11][C:10]=1[Cl:15])([CH3:8])[C:6]([NH2:5])=[O:24]. The catalyst class is: 12.